Dataset: Reaction yield outcomes from USPTO patents with 853,638 reactions. Task: Predict the reaction yield, written as a fraction of the theoretical maximum amount of product (1.0 means a 100% yield; for example, 0.34 means a 34% yield). (1) The reactants are [Br:1][CH2:2][C:3]1[O:4][CH:5]=[C:6]([OH:10])[C:7](=[O:9])[CH:8]=1.[CH3:11][N:12]1[CH2:17][CH2:16][NH:15][CH2:14][CH2:13]1. The catalyst is O1CCCC1. The product is [BrH:1].[OH:10][C:6]1[C:7](=[O:9])[CH:8]=[C:3]([CH2:2][N:15]2[CH2:16][CH2:17][N:12]([CH3:11])[CH2:13][CH2:14]2)[O:4][CH:5]=1. The yield is 0.830. (2) The reactants are C(S([C:11]1[C:12]2[CH:19]=[CH:18][N:17]([C@H:20]3[CH2:36][C@@H:23]4[O:24][CH:25]([C:28]5[CH:33]=[CH:32][C:31]([O:34][CH3:35])=[CH:30][CH:29]=5)[O:26][CH2:27][C@@H:22]4[CH2:21]3)[C:13]=2[N:14]=[CH:15][N:16]=1)(=O)=O)C1C=CC=CC=1.[NH2:37][C@H:38]1[C:46]2[C:41](=[CH:42][CH:43]=[CH:44][CH:45]=2)[CH2:40][CH2:39]1.CCN(C(C)C)C(C)C. The catalyst is C(O)C. The product is [C@H:38]1([NH:37][C:11]2[C:12]3[CH:19]=[CH:18][N:17]([C@H:20]4[CH2:36][C@@H:23]5[O:24][CH:25]([C:28]6[CH:33]=[CH:32][C:31]([O:34][CH3:35])=[CH:30][CH:29]=6)[O:26][CH2:27][C@@H:22]5[CH2:21]4)[C:13]=3[N:14]=[CH:15][N:16]=2)[C:46]2[C:41](=[CH:42][CH:43]=[CH:44][CH:45]=2)[CH2:40][CH2:39]1. The yield is 0.730. (3) The reactants are [C:1]([C:3]1[C:11]2[C:6](=[CH:7][C:8]([C:12](O)=[O:13])=[CH:9][CH:10]=2)[N:5]([CH2:15][CH3:16])[CH:4]=1)#[N:2].C(Cl)(=O)C([Cl:20])=O. The catalyst is C(Cl)Cl.CN(C=O)C. The product is [C:1]([C:3]1[C:11]2[C:6](=[CH:7][C:8]([C:12]([Cl:20])=[O:13])=[CH:9][CH:10]=2)[N:5]([CH2:15][CH3:16])[CH:4]=1)#[N:2]. The yield is 1.00. (4) The reactants are CCN(C(C)C)C(C)C.C1C=CC2N(O)N=NC=2C=1.CCN=C=NCCCN(C)C.[F:31][C:32]1[CH:33]=[C:34]([C:38]2[NH:42][N:41]=[C:40]([C:43]([OH:45])=O)[CH:39]=2)[CH:35]=[CH:36][CH:37]=1.FC1C=C(C(=O)C)C=CC=1.Cl.[NH2:57][CH2:58][C:59]([N:61]1[CH2:66][CH2:65][N:64]([C:67](=[O:79])[C:68]2[CH:73]=[C:72]([F:74])[CH:71]=[CH:70][C:69]=2[C:75]([F:78])([F:77])[F:76])[CH2:63][CH2:62]1)=[O:60].FC1C=CC(C(F)(F)F)=C(C=1)C(O)=O. The catalyst is CN(C=O)C. The product is [F:74][C:72]1[CH:71]=[CH:70][C:69]([C:75]([F:77])([F:76])[F:78])=[C:68]([CH:73]=1)[C:67]([N:64]1[CH2:65][CH2:66][N:61]([C:59](=[O:60])[CH2:58][NH:57][C:43]([C:40]2[CH:39]=[C:38]([C:34]3[CH:35]=[CH:36][CH:37]=[C:32]([F:31])[CH:33]=3)[NH:42][N:41]=2)=[O:45])[CH2:62][CH2:63]1)=[O:79]. The yield is 0.310. (5) The reactants are CCN(C(C)C)C(C)C.Cl.[NH2:11][C@@H:12]([CH:20]([CH3:22])[CH3:21])[C:13]([O:15][C:16]([CH3:19])([CH3:18])[CH3:17])=[O:14].Cl[C:24]([O:26][CH3:27])=[O:25]. The catalyst is C1COCC1. The product is [CH3:27][O:26][C:24]([NH:11][C@@H:12]([CH:20]([CH3:22])[CH3:21])[C:13]([O:15][C:16]([CH3:17])([CH3:19])[CH3:18])=[O:14])=[O:25]. The yield is 0.990. (6) The reactants are Cl[C:2]1[C:7]([CH:8]([O:13][CH2:14][CH3:15])[C:9]([O:11][CH3:12])=[O:10])=[C:6]([CH3:16])[N:5]=[C:4]2[S:17][C:18]3[CH2:23][CH2:22][CH2:21][CH2:20][C:19]=3[C:3]=12.C(=O)([O-])[O-].[K+].[K+].[C:30]1([CH3:39])[CH:35]=[CH:34][C:33](B(O)O)=[CH:32][CH:31]=1.C(OCC)(=O)C. The catalyst is COCCOC.O.C1C=CC([P]([Pd]([P](C2C=CC=CC=2)(C2C=CC=CC=2)C2C=CC=CC=2)([P](C2C=CC=CC=2)(C2C=CC=CC=2)C2C=CC=CC=2)[P](C2C=CC=CC=2)(C2C=CC=CC=2)C2C=CC=CC=2)(C2C=CC=CC=2)C2C=CC=CC=2)=CC=1. The product is [CH3:16][C:6]1[N:5]=[C:4]2[S:17][C:18]3[CH2:23][CH2:22][CH2:21][CH2:20][C:19]=3[C:3]2=[C:2]([C:33]2[CH:34]=[CH:35][C:30]([CH3:39])=[CH:31][CH:32]=2)[C:7]=1[CH:8]([O:13][CH2:14][CH3:15])[C:9]([O:11][CH3:12])=[O:10]. The yield is 0.540.